Dataset: Forward reaction prediction with 1.9M reactions from USPTO patents (1976-2016). Task: Predict the product of the given reaction. (1) Given the reactants [C:1]([C:3]1[CH:8]=[CH:7][C:6]([C:9]2([O:12][CH2:13][C:14]3[CH:19]=[CH:18][CH:17]=[CH:16][CH:15]=3)[CH2:11][CH2:10]2)=[C:5]([CH2:20][CH3:21])[CH:4]=1)#[CH:2].[CH2:22]([O:24][C:25](=[O:33])[C:26]1[CH:31]=[CH:30][C:29](I)=[CH:28][CH:27]=1)[CH3:23], predict the reaction product. The product is: [CH2:13]([O:12][C:9]1([C:6]2[CH:7]=[CH:8][C:3]([C:1]#[C:2][C:29]3[CH:30]=[CH:31][C:26]([C:25]([O:24][CH2:22][CH3:23])=[O:33])=[CH:27][CH:28]=3)=[CH:4][C:5]=2[CH2:20][CH3:21])[CH2:11][CH2:10]1)[C:14]1[CH:15]=[CH:16][CH:17]=[CH:18][CH:19]=1. (2) Given the reactants [S:1]1[CH2:5][CH2:4][N:3]=[C:2]1[C:6]1[NH:7][C:8]2[C:13]([CH:14]=1)=[CH:12][CH:11]=[CH:10][C:9]=2[N+:15]([O-])=O.[Cl-].[Ca+2].[Cl-].C(O)C.Cl, predict the reaction product. The product is: [S:1]1[CH2:5][CH2:4][N:3]=[C:2]1[C:6]1[NH:7][C:8]2[C:13]([CH:14]=1)=[CH:12][CH:11]=[CH:10][C:9]=2[NH2:15]. (3) The product is: [C:12]([O:1][C:2]1[CH:9]=[CH:8][CH:7]=[C:4]([CH2:5][OH:6])[CH:3]=1)(=[O:14])[CH3:13]. Given the reactants [OH:1][C:2]1[CH:3]=[C:4]([CH:7]=[CH:8][CH:9]=1)[CH2:5][OH:6].[OH-].[K+].[C:12](OC(=O)C)(=[O:14])[CH3:13], predict the reaction product. (4) Given the reactants [C:1]1(B(O)O)[CH:6]=[CH:5][CH:4]=[CH:3][CH:2]=1.[S:10]([N:20]1[C:24]2[N:25]=[CH:26][C:27]3[N:28]([C:29]([C@@H:32]4[CH2:36][CH2:35][C@@H:34]([NH2:37])[CH2:33]4)=[N:30][N:31]=3)[C:23]=2[CH:22]=[CH:21]1)([C:13]1[CH:19]=[CH:18][C:16]([CH3:17])=[CH:15][CH:14]=1)(=[O:12])=[O:11].O=O, predict the reaction product. The product is: [S:10]([N:20]1[C:24]2[N:25]=[CH:26][C:27]3[N:28]([C:29]([C@@H:32]4[CH2:36][CH2:35][C@@H:34]([NH:37][C:1]5[CH:6]=[CH:5][CH:4]=[CH:3][CH:2]=5)[CH2:33]4)=[N:30][N:31]=3)[C:23]=2[CH:22]=[CH:21]1)([C:13]1[CH:19]=[CH:18][C:16]([CH3:17])=[CH:15][CH:14]=1)(=[O:12])=[O:11]. (5) Given the reactants CCC1C=CC(CC[O:11]C2C=CC(CC3SC(=O)NC3=O)=CC=2)=NC=1.Cl.C(O)[C@H]1[O:33][C@H:32]([O:34][C@]2(CO)O[C@H](CO)[C@@H](O)[C@@H]2O)[C@H:31]([OH:46])[C@@H:30](O)[C@@H:29]1[OH:48], predict the reaction product. The product is: [C:32]([OH:33])(=[O:34])[CH:31]([CH2:30][C:29]([OH:48])=[O:11])[OH:46]. (6) Given the reactants C[O:2][C:3](=[O:32])[C:4]1[CH:9]=[CH:8][C:7]([OH:10])=[C:6]([NH:11][C:12](=[O:31])[CH2:13][O:14][C:15]2[CH:20]=[CH:19][C:18]([C:21]34[CH2:30][CH:25]5[CH2:26][CH:27]([CH2:29][CH:23]([CH2:24]5)[CH2:22]3)[CH2:28]4)=[CH:17][CH:16]=2)[CH:5]=1.[OH-].[K+].Cl, predict the reaction product. The product is: [C:21]12([C:18]3[CH:19]=[CH:20][C:15]([O:14][CH2:13][C:12]([NH:11][C:6]4[CH:5]=[C:4]([CH:9]=[CH:8][C:7]=4[OH:10])[C:3]([OH:32])=[O:2])=[O:31])=[CH:16][CH:17]=3)[CH2:28][CH:27]3[CH2:29][CH:23]([CH2:24][CH:25]([CH2:26]3)[CH2:30]1)[CH2:22]2.